Dataset: HIV replication inhibition screening data with 41,000+ compounds from the AIDS Antiviral Screen. Task: Binary Classification. Given a drug SMILES string, predict its activity (active/inactive) in a high-throughput screening assay against a specified biological target. The compound is O=C(Nc1cccc(C2=NCCN2)c1)Nc1cccc(C2=NCCN2)c1. The result is 0 (inactive).